This data is from Full USPTO retrosynthesis dataset with 1.9M reactions from patents (1976-2016). The task is: Predict the reactants needed to synthesize the given product. (1) The reactants are: Br[C:2]1[CH:3]=[CH:4][C:5]([N+:8]([O-:10])=[O:9])=[N:6][CH:7]=1.[NH2:11][C:12]1[CH:13]=[C:14]([OH:18])[CH:15]=[CH:16][CH:17]=1.C(=O)([O-])[O-].[K+].[K+]. Given the product [N+:8]([C:5]1[N:6]=[CH:7][C:2]([NH:11][C:12]2[CH:13]=[C:14]([OH:18])[CH:15]=[CH:16][CH:17]=2)=[CH:3][CH:4]=1)([O-:10])=[O:9], predict the reactants needed to synthesize it. (2) Given the product [N+:1]([C:4]1[C:5]([CH3:19])=[C:6]2[C:11](=[C:12]([CH3:15])[C:13]=1[CH3:14])[O:10][C:9]([CH3:16])([C:17]([OH:26])=[O:18])[CH2:8][CH2:7]2)([O-:3])=[O:2], predict the reactants needed to synthesize it. The reactants are: [N+:1]([C:4]1[C:5]([CH3:19])=[C:6]2[C:11](=[C:12]([CH3:15])[C:13]=1[CH3:14])[O:10][C:9]([CH:17]=[O:18])([CH3:16])[CH2:8][CH2:7]2)([O-:3])=[O:2].CC(=CC)C.Cl([O-])=[O:26].[Na+].P([O-])(O)(O)=O.[Na+]. (3) Given the product [F:41][C:35]1[CH:36]=[C:37]([F:40])[CH:38]=[CH:39][C:34]=1[O:33][C:30]1[CH:31]=[C:32]2[C:27](=[CH:28][C:29]=1[C:42]([NH:2][C@H:3]1[CH2:7][CH2:6][N:5]([CH3:8])[C:4]1=[O:9])=[O:43])[N:26]([CH2:45][CH:46]([CH3:48])[CH3:47])[N:25]=[CH:24]2, predict the reactants needed to synthesize it. The reactants are: Cl.[NH2:2][C@H:3]1[CH2:7][CH2:6][N:5]([CH3:8])[C:4]1=[O:9].C(N(CC)CC)C.O=C1CCC(=O)N1[C:24]1[C:32]2[C:27](=[CH:28][C:29]([C:42]([O-])=[O:43])=[C:30]([O:33][C:34]3[CH:39]=[CH:38][C:37]([F:40])=[CH:36][C:35]=3[F:41])[CH:31]=2)[N:26]([CH2:45][CH:46]([CH3:48])[CH3:47])[N:25]=1. (4) The reactants are: [Cl:1][C:2]1[C:10]([O:11][CH3:12])=[CH:9][C:5]([C:6]([OH:8])=O)=[CH:4][N:3]=1.S(Cl)(Cl)=O.C([N:19]([CH2:22][CH3:23])[CH2:20][CH3:21])C.C1N2CN3CN(C2)CN1C3.[CH3:34][C:35](OC)(C)C. Given the product [N:19]1([C:6]([C:5]2[CH:4]=[N:3][C:2]([Cl:1])=[C:10]([O:11][CH3:12])[CH:9]=2)=[O:8])[CH2:20][CH2:21][CH2:35][CH2:34][CH2:23][CH2:22]1, predict the reactants needed to synthesize it.